Task: Regression. Given a peptide amino acid sequence and an MHC pseudo amino acid sequence, predict their binding affinity value. This is MHC class II binding data.. Dataset: Peptide-MHC class II binding affinity with 134,281 pairs from IEDB (1) The peptide sequence is VKINDKCPSTGEAHL. The MHC is HLA-DQA10501-DQB10302 with pseudo-sequence HLA-DQA10501-DQB10302. The binding affinity (normalized) is 0.223. (2) The MHC is DRB3_0101 with pseudo-sequence DRB3_0101. The peptide sequence is QGSVQPQQLPQFEEIRNLAL. The binding affinity (normalized) is 0. (3) The peptide sequence is FLAMITYITRNQPEW. The binding affinity (normalized) is 0.523. The MHC is DRB1_1302 with pseudo-sequence DRB1_1302. (4) The peptide sequence is GAGAAPLSWSKEIYN. The MHC is DRB1_0401 with pseudo-sequence DRB1_0401. The binding affinity (normalized) is 0.0460.